From a dataset of Forward reaction prediction with 1.9M reactions from USPTO patents (1976-2016). Predict the product of the given reaction. (1) Given the reactants [OH:1][C:2]1[CH:7]=[CH:6][C:5]([NH:8][C:9](=[O:11])[CH3:10])=[CH:4][CH:3]=1.Cl[C:13]1[C:22]2[C:17](=[CH:18][CH:19]=[CH:20][CH:21]=2)[CH:16]=[C:15]([NH:23][C:24]2[CH:28]=[CH:27][NH:26][N:25]=2)[N:14]=1, predict the reaction product. The product is: [NH:26]1[CH:27]=[CH:28][C:24]([NH:23][C:15]2[N:14]=[C:13]([O:1][C:2]3[CH:3]=[CH:4][C:5]([NH:8][C:9](=[O:11])[CH3:10])=[CH:6][CH:7]=3)[C:22]3[C:17]([CH:16]=2)=[CH:18][CH:19]=[CH:20][CH:21]=3)=[N:25]1. (2) Given the reactants [C:1]([O:5][C:6](=[O:9])CN)([CH3:4])([CH3:3])[CH3:2].CN(C([O:17]N1N=NC2C=CC=NC1=2)=[N+](C)C)C.F[P-](F)(F)(F)(F)F.[CH3:34][CH2:35][N:36](C(C)C)C(C)C.[NH2:43][C:44]1[CH:53]=[CH:52][C:47]([C:48]([O:50][CH3:51])=[O:49])=[CH:46][C:45]=1[F:54], predict the reaction product. The product is: [C:1]([O:5][C:6]([NH:36][CH2:35][C:34]([NH:43][C:44]1[CH:53]=[CH:52][C:47]([C:48]([O:50][CH3:51])=[O:49])=[CH:46][C:45]=1[F:54])=[O:17])=[O:9])([CH3:2])([CH3:3])[CH3:4]. (3) Given the reactants [CH3:1][O:2][C:3]1[CH:10]=[CH:9][C:6]([CH2:7][OH:8])=[CH:5][CH:4]=1.[H-].[Na+].[Br:13][C:14]1[CH:15]=[N:16][CH:17]=[C:18](Br)[CH:19]=1, predict the reaction product. The product is: [Br:13][C:14]1[CH:15]=[N:16][CH:17]=[C:18]([O:8][CH2:7][C:6]2[CH:9]=[CH:10][C:3]([O:2][CH3:1])=[CH:4][CH:5]=2)[CH:19]=1. (4) Given the reactants F[C:2]1[CH:16]=[CH:15][C:5]2[C:6](=[O:14])[NH:7][C:8]3[C:13]([C:4]=2[CH:3]=1)=[CH:12][CH:11]=[CH:10][N:9]=3.F[C:18]1[CH:19]=[C:20]([OH:24])[CH:21]=[CH:22][CH:23]=1.[C:25](=O)([O-])[O-:26].[K+].[K+], predict the reaction product. The product is: [CH3:25][O:26][C:18]1[CH:19]=[C:20]([CH:21]=[CH:22][CH:23]=1)[O:24][C:2]1[CH:16]=[CH:15][C:5]2[C:6](=[O:14])[NH:7][C:8]3[C:13]([C:4]=2[CH:3]=1)=[CH:12][CH:11]=[CH:10][N:9]=3.